Dataset: Peptide-MHC class I binding affinity with 185,985 pairs from IEDB/IMGT. Task: Regression. Given a peptide amino acid sequence and an MHC pseudo amino acid sequence, predict their binding affinity value. This is MHC class I binding data. The binding affinity (normalized) is 0. The MHC is HLA-A24:02 with pseudo-sequence HLA-A24:02. The peptide sequence is LTFTNDSII.